Task: Predict the product of the given reaction.. Dataset: Forward reaction prediction with 1.9M reactions from USPTO patents (1976-2016) (1) The product is: [CH3:32][C@H:33]([O:37][C:38]1[N:46]=[C:45]2[C:41]([N:42]=[C:43]([O:47][CH3:48])[N:44]2[CH2:51][CH2:52][CH:53]2[CH2:58][CH2:57][O:56][CH2:55][CH2:54]2)=[C:40]([NH2:49])[N:39]=1)[CH2:34][CH2:35][CH3:36]. Given the reactants C(NC1N=C2C(N=C(OC)N2CC[C@@H]2CCOC2)=C(N)N=1)CCC.FC(F)(F)C(O)=O.[CH3:32][C@H:33]([O:37][C:38]1[NH:39][C:40]([NH2:49])=[C:41]2[C:45]([N:46]=1)=[N:44][C:43]([O:47][CH3:48])=[N:42]2)[CH2:34][CH2:35][CH3:36].Br[CH2:51][CH2:52][CH:53]1[CH2:58][CH2:57][O:56][CH2:55][CH2:54]1, predict the reaction product. (2) Given the reactants [Br:1][C:2]1[CH:3]=[C:4]([CH:6]=[C:7]([CH3:9])[CH:8]=1)[NH2:5].C(N(C(C)C)CC)(C)C.[C:19](Cl)(=[O:22])[CH:20]=[CH2:21], predict the reaction product. The product is: [Br:1][C:2]1[CH:3]=[C:4]([NH:5][C:19](=[O:22])[CH:20]=[CH2:21])[CH:6]=[C:7]([CH3:9])[CH:8]=1. (3) Given the reactants [Cl:1][C:2]1[CH:3]=[C:4]([OH:20])[CH:5]=[CH:6][C:7]=1[C:8]1[CH:17]=[CH:16][C:15]2[C:10](=[CH:11][CH:12]=[C:13]([O:18]C)[CH:14]=2)[CH:9]=1.B(Br)(Br)Br, predict the reaction product. The product is: [Cl:1][C:2]1[CH:3]=[C:4]([OH:20])[CH:5]=[CH:6][C:7]=1[C:8]1[CH:9]=[C:10]2[C:15](=[CH:16][CH:17]=1)[CH:14]=[C:13]([OH:18])[CH:12]=[CH:11]2. (4) Given the reactants C1(P(C2C=CC=CC=2)C2C=CC=CC=2)C=CC=CC=1.[CH3:20][O:21][C:22](=[O:38])[C:23]([C:32]1[CH:37]=[CH:36][CH:35]=[CH:34][CH:33]=1)=[CH:24][C:25]1[CH:30]=[CH:29][C:28]([OH:31])=[CH:27][CH:26]=1.[CH3:39][C:40]1[O:44][C:43]([C:45]2[CH:50]=[CH:49][CH:48]=[CH:47][CH:46]=2)=[N:42][C:41]=1[CH2:51][CH2:52]O.CCOC(/N=N/C(OCC)=O)=O, predict the reaction product. The product is: [CH3:20][O:21][C:22](=[O:38])[C:23]([C:32]1[CH:33]=[CH:34][CH:35]=[CH:36][CH:37]=1)=[CH:24][C:25]1[CH:30]=[CH:29][C:28]([O:31][CH2:52][CH2:51][C:41]2[N:42]=[C:43]([C:45]3[CH:50]=[CH:49][CH:48]=[CH:47][CH:46]=3)[O:44][C:40]=2[CH3:39])=[CH:27][CH:26]=1.